Dataset: Full USPTO retrosynthesis dataset with 1.9M reactions from patents (1976-2016). Task: Predict the reactants needed to synthesize the given product. (1) Given the product [CH:17]1([N:13]2[CH2:14][CH2:15][CH2:16][C:11]3([CH2:10][C:9](=[O:26])[C:8]4[C:23](=[CH:24][CH:25]=[C:6](/[CH:5]=[CH:4]/[C:3]([OH:27])=[O:2])[CH:7]=4)[O:22]3)[CH2:12]2)[CH2:21][CH2:20][CH2:19][CH2:18]1, predict the reactants needed to synthesize it. The reactants are: C[O:2][C:3](=[O:27])/[CH:4]=[CH:5]/[C:6]1[CH:7]=[C:8]2[C:23](=[CH:24][CH:25]=1)[O:22][C:11]1([CH2:16][CH2:15][CH2:14][N:13]([CH:17]3[CH2:21][CH2:20][CH2:19][CH2:18]3)[CH2:12]1)[CH2:10][C:9]2=[O:26].[OH-].[Na+]. (2) Given the product [CH2:19]([O:21][C:22]1[CH:27]=[C:26]([O:8][CH2:7][C:6]2[C:2]([CH3:1])=[N:3][N:4]([C:9]3[CH:14]=[CH:13][C:12]([C:15]([F:18])([F:16])[F:17])=[CH:11][N:10]=3)[CH:5]=2)[CH:25]=[CH:24][C:23]=1[CH2:29][CH2:30][C:31]([OH:33])=[O:32])[CH3:20], predict the reactants needed to synthesize it. The reactants are: [CH3:1][C:2]1[C:6]([CH2:7][OH:8])=[CH:5][N:4]([C:9]2[CH:14]=[CH:13][C:12]([C:15]([F:18])([F:17])[F:16])=[CH:11][N:10]=2)[N:3]=1.[CH2:19]([O:21][C:22]1[CH:27]=[C:26](O)[CH:25]=[CH:24][C:23]=1[CH2:29][CH2:30][C:31]([O:33]CC)=[O:32])[CH3:20].C1(P(C2C=CC=CC=2)C2C=CC=CC=2)C=CC=CC=1.N(C(OCC)=O)=NC(OCC)=O. (3) Given the product [F:39][C:3]([F:2])([F:38])[C:4]1[CH:5]=[C:6]([C@H:14]([O:16][C@H:17]2[CH2:22][CH2:21][N:20]([C:23]([C@H:25]3[CH2:26][CH2:27][C@H:28]([NH:31][C:40](=[O:43])[CH2:41][CH3:42])[CH2:29][CH2:30]3)=[O:24])[CH2:19][C@H:18]2[C:32]2[CH:33]=[CH:34][CH:35]=[CH:36][CH:37]=2)[CH3:15])[CH:7]=[C:8]([C:10]([F:12])([F:11])[F:13])[CH:9]=1, predict the reactants needed to synthesize it. The reactants are: Cl.[F:2][C:3]([F:39])([F:38])[C:4]1[CH:5]=[C:6]([C@H:14]([O:16][C@H:17]2[CH2:22][CH2:21][N:20]([C:23]([C@H:25]3[CH2:30][CH2:29][C@H:28]([NH2:31])[CH2:27][CH2:26]3)=[O:24])[CH2:19][C@H:18]2[C:32]2[CH:37]=[CH:36][CH:35]=[CH:34][CH:33]=2)[CH3:15])[CH:7]=[C:8]([C:10]([F:13])([F:12])[F:11])[CH:9]=1.[C:40](Cl)(=[O:43])[CH2:41][CH3:42]. (4) Given the product [CH3:8][O:9][CH:10]([O:13][CH3:14])[CH2:11][NH:12][CH2:6][C:3]1[CH:4]=[CH:5][S:1][CH:2]=1, predict the reactants needed to synthesize it. The reactants are: [S:1]1[CH:5]=[CH:4][C:3]([CH:6]=O)=[CH:2]1.[CH3:8][O:9][CH:10]([O:13][CH3:14])[CH2:11][NH2:12].